Dataset: Forward reaction prediction with 1.9M reactions from USPTO patents (1976-2016). Task: Predict the product of the given reaction. (1) Given the reactants [Cl:1][C:2]1[CH:7]=[C:6]([Cl:8])[CH:5]=[CH:4][C:3]=1[C:9]1[N:10]=[C:11]([CH2:16][C:17]2[CH:22]=[CH:21][C:20]([C:23]3[CH:28]=[CH:27][C:26]([OH:29])=[CH:25][CH:24]=3)=[CH:19][CH:18]=2)[N:12]([CH2:14][CH3:15])[CH:13]=1.Cl[C:31]1[CH:40]=[CH:39][C:34]([C:35]([O:37][CH3:38])=[O:36])=[CH:33][N:32]=1, predict the reaction product. The product is: [CH3:38][O:37][C:35](=[O:36])[C:34]1[CH:39]=[CH:40][C:31]([O:29][C:26]2[CH:25]=[CH:24][C:23]([C:20]3[CH:21]=[CH:22][C:17]([CH2:16][C:11]4[N:12]([CH2:14][CH3:15])[CH:13]=[C:9]([C:3]5[CH:4]=[CH:5][C:6]([Cl:8])=[CH:7][C:2]=5[Cl:1])[N:10]=4)=[CH:18][CH:19]=3)=[CH:28][CH:27]=2)=[N:32][CH:33]=1. (2) Given the reactants C(OC1N=C2C(N=C(OC)N2CCCC2CCCCN2)=C(N)N=1)CCC.[NH2:27][C:28]1[N:36]=[C:35]([O:37][CH2:38][CH2:39][CH2:40][CH3:41])[N:34]=[C:33]2[C:29]=1[N:30]=[C:31]([O:64][CH3:65])[N:32]2[CH2:42][CH2:43][CH2:44][CH2:45][CH2:46][CH2:47][CH:48]1[CH2:53][CH2:52][N:51](C(OCC2C=CC=CC=2)=O)[CH2:50][CH2:49]1, predict the reaction product. The product is: [CH2:38]([O:37][C:35]1[N:34]=[C:33]2[C:29]([N:30]=[C:31]([O:64][CH3:65])[N:32]2[CH2:42][CH2:43][CH2:44][CH2:45][CH2:46][CH2:47][CH:48]2[CH2:49][CH2:50][NH:51][CH2:52][CH2:53]2)=[C:28]([NH2:27])[N:36]=1)[CH2:39][CH2:40][CH3:41]. (3) Given the reactants [CH:1]1([N:4]([CH:20]([C:22]2[CH:30]=[C:29]([O:31][CH2:32][CH2:33][CH2:34][O:35][CH3:36])[C:25]3[CH:26]=[CH:27][O:28][C:24]=3[CH:23]=2)[CH3:21])[C:5]([C@@H:7]2[O:12][CH2:11][CH2:10][N:9](C(OC(C)(C)C)=O)[CH2:8]2)=[O:6])[CH2:3][CH2:2]1.N1C(C)=CC=CC=1C.C[Si](OS(C(F)(F)F)(=O)=O)(C)C.C(=O)([O-])O.[Na+], predict the reaction product. The product is: [CH:1]1([N:4]([C@@H:20]([C:22]2[CH:30]=[C:29]([O:31][CH2:32][CH2:33][CH2:34][O:35][CH3:36])[C:25]3[CH:26]=[CH:27][O:28][C:24]=3[CH:23]=2)[CH3:21])[C:5]([C@@H:7]2[O:12][CH2:11][CH2:10][NH:9][CH2:8]2)=[O:6])[CH2:3][CH2:2]1.[CH:1]1([N:4]([C@H:20]([C:22]2[CH:30]=[C:29]([O:31][CH2:32][CH2:33][CH2:34][O:35][CH3:36])[C:25]3[CH:26]=[CH:27][O:28][C:24]=3[CH:23]=2)[CH3:21])[C:5]([C@@H:7]2[O:12][CH2:11][CH2:10][NH:9][CH2:8]2)=[O:6])[CH2:3][CH2:2]1. (4) Given the reactants [C:1]1([N:7]2[CH2:12][CH2:11][NH:10][CH2:9][CH2:8]2)[CH:6]=[CH:5][CH:4]=[CH:3][CH:2]=1.C([O-])([O-])=O.[K+].[K+].Br[CH2:20][CH2:21][N:22]1[C:26](=[O:27])[C:25]2=[CH:28][CH:29]=[CH:30][CH:31]=[C:24]2[C:23]1=[O:32].CCCCCC, predict the reaction product. The product is: [C:1]1([N:7]2[CH2:12][CH2:11][N:10]([CH2:20][CH2:21][N:22]3[C:23](=[O:32])[C:24]4[C:25](=[CH:28][CH:29]=[CH:30][CH:31]=4)[C:26]3=[O:27])[CH2:9][CH2:8]2)[CH:6]=[CH:5][CH:4]=[CH:3][CH:2]=1. (5) Given the reactants [CH3:1][C:2]1[C:3]([N:9]2[CH2:14][CH2:13][N:12]([C:15]([C:17]3[CH:18]=[CH:19][C:20]([N:23]4[CH:27]([CH3:28])[C:26](=[O:29])[NH:25][C:24]4=[O:30])=[N:21][CH:22]=3)=[O:16])[CH2:11][CH2:10]2)=[N:4][CH:5]=[C:6]([CH3:8])[CH:7]=1.[CH3:31]I, predict the reaction product. The product is: [CH3:1][C:2]1[C:3]([N:9]2[CH2:10][CH2:11][N:12]([C:15]([C:17]3[CH:18]=[CH:19][C:20]([N:23]4[CH:27]([CH3:28])[C:26](=[O:29])[N:25]([CH3:31])[C:24]4=[O:30])=[N:21][CH:22]=3)=[O:16])[CH2:13][CH2:14]2)=[N:4][CH:5]=[C:6]([CH3:8])[CH:7]=1.